Dataset: Catalyst prediction with 721,799 reactions and 888 catalyst types from USPTO. Task: Predict which catalyst facilitates the given reaction. (1) Reactant: C([O:5][C:6](=[O:37])[CH2:7][C@H:8]([C:18]1[O:22][N:21]=[C:20]([CH2:23][CH:24](C(OCC)=O)[C:25]([O:27][C:28](C)(C)[CH3:29])=[O:26])[N:19]=1)[CH2:9][CH2:10][CH2:11][CH:12]1[CH2:17][CH2:16][CH2:15][CH2:14][CH2:13]1)(C)(C)C.FC(F)(F)C(O)=O. Product: [CH:12]1([CH2:11][CH2:10][CH2:9][C@@H:8]([C:18]2[O:22][N:21]=[C:20]([CH2:23][CH2:24][C:25]([O:27][CH2:28][CH3:29])=[O:26])[N:19]=2)[CH2:7][C:6]([OH:37])=[O:5])[CH2:13][CH2:14][CH2:15][CH2:16][CH2:17]1. The catalyst class is: 4. (2) Reactant: [CH3:1][O:2][C:3]1[C:4]([NH:15][S:16](C2C=CC=CC=2[N+]([O-])=O)(=[O:18])=[O:17])=[CH:5][C:6]2[CH2:12][CH2:11][N:10]([CH3:13])[CH2:9][CH2:8][C:7]=2[CH:14]=1. Product: [NH2:15][C:4]1[CH:5]=[CH:6][C:7]([S:16]([NH:15][C:4]2[C:3]([O:2][CH3:1])=[CH:14][C:7]3[CH2:8][CH2:9][N:10]([CH3:13])[CH2:11][CH2:12][C:6]=3[CH:5]=2)(=[O:18])=[O:17])=[CH:14][CH:3]=1. The catalyst class is: 50.